Dataset: Catalyst prediction with 721,799 reactions and 888 catalyst types from USPTO. Task: Predict which catalyst facilitates the given reaction. (1) Reactant: C([O-])=O.[NH4+].C([N:12]1[CH2:17][CH2:16][CH:15]([NH:18][C:19]2[CH:27]=[CH:26][C:22]([C:23]([NH2:25])=[O:24])=[CH:21][CH:20]=2)[CH2:14][CH2:13]1)C1C=CC=CC=1.[ClH:28].CCOCC. Product: [ClH:28].[NH:12]1[CH2:13][CH2:14][CH:15]([NH:18][C:19]2[CH:27]=[CH:26][C:22]([C:23]([NH2:25])=[O:24])=[CH:21][CH:20]=2)[CH2:16][CH2:17]1. The catalyst class is: 29. (2) Reactant: [CH2:1]([O:8][C:9]([N:11]1[C@H:20]([C:21](O)=[O:22])[CH2:19][C:18]2[C:13](=[CH:14][CH:15]=[CH:16][CH:17]=2)[CH2:12]1)=[O:10])[C:2]1[CH:7]=[CH:6][CH:5]=[CH:4][CH:3]=1.ClC(N(C)C)=C(C)C.[NH:32]1[C:40]2[C:35](=[CH:36][C:37]([CH2:41][NH:42][C@@H:43]([C:47]3[CH:52]=[CH:51][CH:50]=[CH:49][CH:48]=3)[CH2:44][O:45][CH3:46])=[CH:38][CH:39]=2)[CH:34]=[CH:33]1.CCN(C(C)C)C(C)C. Product: [NH:32]1[C:40]2[C:35](=[CH:36][C:37]([CH2:41][N:42]([C@@H:43]([C:47]3[CH:52]=[CH:51][CH:50]=[CH:49][CH:48]=3)[CH2:44][O:45][CH3:46])[C:21]([C@@H:20]3[CH2:19][C:18]4[C:13](=[CH:14][CH:15]=[CH:16][CH:17]=4)[CH2:12][N:11]3[C:9]([O:8][CH2:1][C:2]3[CH:7]=[CH:6][CH:5]=[CH:4][CH:3]=3)=[O:10])=[O:22])=[CH:38][CH:39]=2)[CH:34]=[CH:33]1. The catalyst class is: 448. (3) Reactant: CO.[F:3][C:4]1[CH:9]=[CH:8][C:7]([F:10])=[CH:6][C:5]=1[C@H:11]1[CH2:15][CH2:14][CH2:13][N:12]1[C:16]1[CH:17]=[CH:18][C:19]2[N:20]([C:22]([NH:25][C:26]([N:28]3[CH2:33][CH2:32][CH2:31][CH2:30][CH2:29]3)=[O:27])=[CH:23][N:24]=2)[N:21]=1.[ClH:34]. Product: [ClH:34].[F:3][C:4]1[CH:9]=[CH:8][C:7]([F:10])=[CH:6][C:5]=1[C@H:11]1[CH2:15][CH2:14][CH2:13][N:12]1[C:16]1[CH:17]=[CH:18][C:19]2[N:20]([C:22]([NH:25][C:26]([N:28]3[CH2:29][CH2:30][CH2:31][CH2:32][CH2:33]3)=[O:27])=[CH:23][N:24]=2)[N:21]=1. The catalyst class is: 12. (4) Reactant: [CH3:1][C:2]1[CH:9]=[C:8]([CH2:10][CH2:11][CH:12]=[C:13]([CH3:15])[CH3:14])[CH:7]=[CH:6][C:3]=1[CH:4]=O.COC(OC)OC.[C:23](Cl)(=[O:25])[CH3:24].C(=O)(O)[O-].[Na+].B(F)(F)F.CCOCC.C(OC=C)C. Product: [CH3:1][C:2]1[CH:9]=[C:8]([CH2:10][CH2:11][CH:12]=[C:13]([CH3:15])[CH3:14])[CH:7]=[CH:6][C:3]=1/[CH:4]=[CH:24]/[CH:23]=[O:25]. The catalyst class is: 5. (5) Reactant: [Br:1][CH2:2][CH2:3][C:4]1[C:12]2[C:7](=[CH:8][CH:9]=[CH:10][CH:11]=2)[NH:6][CH:5]=1.[Cl:13][C:14]1[N:15]=[C:16]2[N:20]([C:21]=1[S:22](Cl)(=[O:24])=[O:23])[CH:19]=[CH:18][S:17]2.CC(C)([O-])C.[K+]. Product: [Br:1][CH2:2][CH2:3][C:4]1[C:12]2[C:7](=[CH:8][CH:9]=[CH:10][CH:11]=2)[N:6]([S:22]([C:21]2[N:20]3[C:16]([S:17][CH:18]=[CH:19]3)=[N:15][C:14]=2[Cl:13])(=[O:23])=[O:24])[CH:5]=1. The catalyst class is: 1. (6) Reactant: [CH2:1]([N:3]1[CH2:13][CH:12]2[CH2:14][CH2:15][CH:5]([C:6]3[CH:7]=[CH:8][C:9]([NH2:16])=[CH:10][C:11]=32)[CH2:4]1)[CH3:2].Cl[C:18]1[N:23]=[C:22]([NH:24][C:25]2[CH:34]=[CH:33][CH:32]=[CH:31][C:26]=2[C:27]([NH:29][CH3:30])=[O:28])[C:21]([Cl:35])=[CH:20][N:19]=1.Cl.O1CCOCC1. Product: [Cl:35][C:21]1[C:22]([NH:24][C:25]2[CH:34]=[CH:33][CH:32]=[CH:31][C:26]=2[C:27]([NH:29][CH3:30])=[O:28])=[N:23][C:18]([NH:16][C:9]2[CH:10]=[C:11]3[C:6](=[CH:7][CH:8]=2)[CH:5]2[CH2:15][CH2:14][CH:12]3[CH2:13][N:3]([CH2:1][CH3:2])[CH2:4]2)=[N:19][CH:20]=1. The catalyst class is: 41. (7) Reactant: Br[CH2:2][C:3]1[CH:15]=[CH:14][C:6]([C:7]([O:9][C:10]([CH3:13])([CH3:12])[CH3:11])=[O:8])=[CH:5][CH:4]=1.[NH:16]1[CH2:21][CH2:20][CH:19]([CH2:22][OH:23])[CH2:18][CH2:17]1.C([O-])([O-])=O.[K+].[K+]. Product: [OH:23][CH2:22][CH:19]1[CH2:20][CH2:21][N:16]([CH2:2][C:3]2[CH:15]=[CH:14][C:6]([C:7]([O:9][C:10]([CH3:13])([CH3:12])[CH3:11])=[O:8])=[CH:5][CH:4]=2)[CH2:17][CH2:18]1. The catalyst class is: 10. (8) Reactant: [CH:1]([C:3]1[CH:4]=[C:5]([CH:10]=[CH:11][CH:12]=1)[C:6]([O:8][CH3:9])=[O:7])=O.C(O)(=O)[CH2:14][C:15]([OH:17])=[O:16].N1CCCCC1. Product: [CH3:9][O:8][C:6]([C:5]1[CH:4]=[C:3](/[CH:1]=[CH:14]/[C:15]([OH:17])=[O:16])[CH:12]=[CH:11][CH:10]=1)=[O:7]. The catalyst class is: 17. (9) Reactant: C1COCC1.[O:6]1[CH2:10][CH2:9][O:8][CH:7]1[C:11]1[CH:16]=[CH:15][C:14]([N:17]2[CH:21]=[CH:20][N:19]=[CH:18]2)=[C:13]([O:22][CH3:23])[CH:12]=1.C([Li])CCC.[Cl:29]C(Cl)(Cl)C(Cl)(Cl)Cl. Product: [Cl:29][C:18]1[N:17]([C:14]2[CH:15]=[CH:16][C:11]([CH:7]3[O:6][CH2:10][CH2:9][O:8]3)=[CH:12][C:13]=2[O:22][CH3:23])[CH:21]=[CH:20][N:19]=1. The catalyst class is: 84.